From a dataset of Full USPTO retrosynthesis dataset with 1.9M reactions from patents (1976-2016). Predict the reactants needed to synthesize the given product. (1) The reactants are: C([O:8][NH:9][C:10](=[O:32])[CH2:11][C@H:12]([C:22]1[O:23][CH:24]=[C:25]([C:27]([N:29]([CH3:31])[CH3:30])=[O:28])[N:26]=1)[CH2:13][CH2:14][CH2:15][CH:16]1[CH2:21][CH2:20][CH2:19][CH2:18][CH2:17]1)C1C=CC=CC=1.[H][H]. Given the product [CH:16]1([CH2:15][CH2:14][CH2:13][C@@H:12]([C:22]2[O:23][CH:24]=[C:25]([C:27]([N:29]([CH3:31])[CH3:30])=[O:28])[N:26]=2)[CH2:11][C:10]([NH:9][OH:8])=[O:32])[CH2:17][CH2:18][CH2:19][CH2:20][CH2:21]1, predict the reactants needed to synthesize it. (2) Given the product [N:11]([C:8]1[CH:7]=[CH:6][C:5]([C@@H:3]([OH:4])[C@H:2]([NH:1][C:25](=[O:26])[CH:24]([Cl:30])[Cl:23])[CH2:14][F:15])=[CH:10][CH:9]=1)=[N+:12]=[N-:13], predict the reactants needed to synthesize it. The reactants are: [NH2:1][C@@H:2]([CH2:14][F:15])[C@@H:3]([C:5]1[CH:10]=[CH:9][C:8]([N:11]=[N+:12]=[N-:13])=[CH:7][CH:6]=1)[OH:4].C(N(CC)CC)C.[Cl:23][CH:24]([Cl:30])[C:25](OCC)=[O:26]. (3) Given the product [C:1]([O:5][C:6](=[O:14])[NH:7][CH:8]1[CH2:13][CH2:12][N:11]([CH2:16][CH:17]2[CH2:30][C:29]3[C:28]4[C:23](=[CH:24][CH:25]=[C:26]([O:31][CH3:32])[CH:33]=4)[N:22]=[CH:21][C:20]=3[O:19][CH2:18]2)[CH2:10][CH2:9]1)([CH3:4])([CH3:2])[CH3:3], predict the reactants needed to synthesize it. The reactants are: [C:1]([O:5][C:6](=[O:14])[NH:7][CH:8]1[CH2:13][CH2:12][NH:11][CH2:10][CH2:9]1)([CH3:4])([CH3:3])[CH3:2].Br[CH2:16][CH:17]1[CH2:30][C:29]2[C:28]3[C:23](=[CH:24][CH:25]=[C:26]([O:31][CH3:32])N=3)[N:22]=[CH:21][C:20]=2[O:19][CH2:18]1.[CH:33](N(CC)C(C)C)(C)C. (4) Given the product [I-:30].[F:26][C:27]([F:32])([F:31])[CH2:28][CH2:29][P+:39]([C:40]1[CH:41]=[CH:42][CH:43]=[CH:44][CH:45]=1)([C:46]1[CH:51]=[CH:50][CH:49]=[CH:48][CH:47]=1)[C:33]1[CH:34]=[CH:35][CH:36]=[CH:37][CH:38]=1, predict the reactants needed to synthesize it. The reactants are: ClC1C=CC(S(N[C@H](CO)C(CC(F)(F)F)CC(F)(F)F)(=O)=O)=CC=1.[F:26][C:27]([F:32])([F:31])[CH2:28][CH2:29][I:30].[C:33]1([P:39]([C:46]2[CH:51]=[CH:50][CH:49]=[CH:48][CH:47]=2)[C:40]2[CH:45]=[CH:44][CH:43]=[CH:42][CH:41]=2)[CH:38]=[CH:37][CH:36]=[CH:35][CH:34]=1. (5) Given the product [O:19]=[C:18]([C:17]1[CH:16]=[CH:15][C:14]([C:13]([F:12])([F:23])[F:24])=[CH:22][CH:21]=1)[C:3]#[C:2][CH2:1][NH:4][C:5](=[O:11])[O:6][C:7]([CH3:8])([CH3:10])[CH3:9], predict the reactants needed to synthesize it. The reactants are: [CH2:1]([NH:4][C:5](=[O:11])[O:6][C:7]([CH3:10])([CH3:9])[CH3:8])[C:2]#[CH:3].[F:12][C:13]([F:24])([F:23])[C:14]1[CH:22]=[CH:21][C:17]([C:18](Cl)=[O:19])=[CH:16][CH:15]=1.